Dataset: Peptide-MHC class II binding affinity with 134,281 pairs from IEDB. Task: Regression. Given a peptide amino acid sequence and an MHC pseudo amino acid sequence, predict their binding affinity value. This is MHC class II binding data. (1) The peptide sequence is LPINALSNSLLRHHNLVYST. The MHC is DRB1_1101 with pseudo-sequence DRB1_1101. The binding affinity (normalized) is 0.308. (2) The peptide sequence is EKKYFDATQFEPLAA. The MHC is HLA-DQA10501-DQB10301 with pseudo-sequence HLA-DQA10501-DQB10301. The binding affinity (normalized) is 0.